From a dataset of Forward reaction prediction with 1.9M reactions from USPTO patents (1976-2016). Predict the product of the given reaction. (1) The product is: [N:22]1([C:17]([C:15]2[S:16][C:12]([CH2:11][CH2:10][C:8]3[N:9]=[C:5]([NH:4][C:1](=[O:3])[CH3:2])[S:6][CH:7]=3)=[CH:13][CH:14]=2)=[O:19])[CH:26]=[CH:25][N:24]=[CH:23]1. Given the reactants [C:1]([NH:4][C:5]1[S:6][CH:7]=[C:8]([CH2:10][CH2:11][C:12]2[S:16][C:15]([C:17]([OH:19])=O)=[CH:14][CH:13]=2)[N:9]=1)(=[O:3])[CH3:2].C([N:22]1[CH:26]=[CH:25][N:24]=[CH:23]1)([N:22]1[CH:26]=[CH:25][N:24]=[CH:23]1)=O.C(OC(C)C)(C)C, predict the reaction product. (2) The product is: [NH:26]1[C:27]2[C:23](=[CH:22][C:21]([NH:20][C:14]3[C:13]([C:16]#[N:17])=[CH:12][N+:11]([O-:18])=[C:10]4[S:19][C:7]([C:1]5[CH:6]=[CH:5][CH:4]=[CH:3][CH:2]=5)=[CH:8][C:9]=34)=[CH:29][CH:28]=2)[CH:24]=[CH:25]1. Given the reactants [C:1]1([C:7]2[S:19][C:10]3=[N+:11]([O-:18])[CH:12]=[C:13]([C:16]#[N:17])[C:14](Cl)=[C:9]3[CH:8]=2)[CH:6]=[CH:5][CH:4]=[CH:3][CH:2]=1.[NH2:20][C:21]1[CH:22]=[C:23]2[C:27](=[CH:28][CH:29]=1)[NH:26][CH:25]=[CH:24]2, predict the reaction product.